This data is from Full USPTO retrosynthesis dataset with 1.9M reactions from patents (1976-2016). The task is: Predict the reactants needed to synthesize the given product. (1) Given the product [Cl:1][C:2]1[CH:7]=[CH:6][CH:5]=[CH:4][C:3]=1[C:8]1[N:13]=[C:12]2[O:14][C:29](=[O:36])[C:30]([C:31]([N:38]3[CH2:43][CH2:42][CH2:41][CH2:40][CH2:39]3)=[O:32])=[CH:15][C:11]2=[CH:10][C:9]=1[C:17]1[CH:22]=[CH:21][C:20]([Cl:23])=[CH:19][CH:18]=1, predict the reactants needed to synthesize it. The reactants are: [Cl:1][C:2]1[CH:7]=[CH:6][CH:5]=[CH:4][C:3]=1[C:8]1[NH:13][C:12](=[O:14])[C:11]([CH:15]=O)=[CH:10][C:9]=1[C:17]1[CH:22]=[CH:21][C:20]([Cl:23])=[CH:19][CH:18]=1.CN(C=O)C.[C:29]([O:36]C)(=O)[CH2:30][C:31](OC)=[O:32].[NH:38]1[CH2:43][CH2:42][CH2:41][CH2:40][CH2:39]1. (2) Given the product [Cl:16][C:10]1[C:9]([OH:8])=[CH:14][CH:13]=[C:12]([Cl:15])[C:11]=1[CH:24]=[O:25], predict the reactants needed to synthesize it. The reactants are: C([Si]([O:8][C:9]1[CH:14]=[CH:13][C:12]([Cl:15])=[CH:11][C:10]=1[Cl:16])(C)C)(C)(C)C.C([Li])CCC.CN(C)[CH:24]=[O:25].Cl. (3) Given the product [ClH:8].[ClH:8].[N:30]1([C:28]2[N:29]=[C:24]([N:23]3[C:17]4[CH:16]=[C:15]([C:13]5[N:14]=[C:9]([N:1]6[CH2:5][CH2:4][CH2:3][C@H:2]6[CH2:6][OH:7])[CH:10]=[N:11][CH:12]=5)[N:20]=[CH:19][C:18]=4[CH:21]=[N:22]3)[CH:25]=[CH:26][CH:27]=2)[CH2:31][CH2:32][NH:33][CH2:34][CH2:35]1, predict the reactants needed to synthesize it. The reactants are: [NH:1]1[CH2:5][CH2:4][CH2:3][C@H:2]1[CH2:6][OH:7].[Cl:8][C:9]1[N:14]=[C:13]([C:15]2[N:20]=[CH:19][C:18]3[CH:21]=[N:22][N:23]([C:24]4[N:29]=[C:28]([N:30]5[CH2:35][CH2:34][N:33](C(OC(C)(C)C)=O)[CH2:32][CH2:31]5)[CH:27]=[CH:26][CH:25]=4)[C:17]=3[CH:16]=2)[CH:12]=[N:11][CH:10]=1.[F-].[Cs+].O. (4) The reactants are: Br[CH2:2][CH2:3][CH2:4][CH2:5][CH2:6][CH3:7].Cl.Cl.[Cl:10][C:11]1[CH:12]=[CH:13][C:14]2[N:23]([C:24]([C:26]3[CH:31]=[CH:30][C:29]([O:32][CH2:33][CH2:34][CH2:35][N:36]4[CH2:41][CH2:40][NH:39][CH2:38][CH2:37]4)=[CH:28][C:27]=3[F:42])=[O:25])[CH2:22][C:21]3[CH:20]=[N:19][N:18]([CH3:43])[C:17]=3[NH:16][C:15]=2[CH:44]=1. Given the product [Cl:10][C:11]1[CH:12]=[CH:13][C:14]2[N:23]([C:24]([C:26]3[CH:31]=[CH:30][C:29]([O:32][CH2:33][CH2:34][CH2:35][N:36]4[CH2:41][CH2:40][N:39]([CH2:2][CH2:3][CH2:4][CH2:5][CH2:6][CH3:7])[CH2:38][CH2:37]4)=[CH:28][C:27]=3[F:42])=[O:25])[CH2:22][C:21]3[CH:20]=[N:19][N:18]([CH3:43])[C:17]=3[NH:16][C:15]=2[CH:44]=1, predict the reactants needed to synthesize it. (5) Given the product [Cl:25][C:3]1[CH:2]=[C:9]([NH:10][C:11](=[O:14])[CH3:12])[CH:8]=[CH:7][C:4]=1[O:5][CH3:6], predict the reactants needed to synthesize it. The reactants are: Cl[C:2]1[CH:3]=[C:4]([CH:7]=[CH:8][C:9]=1[NH2:10])[O:5][CH3:6].[C:11]([O:14]C(=O)C)(=O)[CH3:12].CCCCCC.C(Cl)[Cl:25].